Dataset: Forward reaction prediction with 1.9M reactions from USPTO patents (1976-2016). Task: Predict the product of the given reaction. The product is: [CH2:11]([N:8]1[C:9]2[C:5](=[C:4]([CH3:13])[CH:3]=[C:2]([C:39]3[N:44]=[C:43]([O:45][CH3:46])[C:42]([C@@:47]4([CH3:54])[CH2:52][CH2:51][CH2:50][NH:49][C:48]4=[O:53])=[CH:41][CH:40]=3)[CH:10]=2)[CH:6]=[N:7]1)[CH3:12]. Given the reactants Br[C:2]1[CH:10]=[C:9]2[C:5]([CH:6]=[N:7][N:8]2[CH2:11][CH3:12])=[C:4]([CH3:13])[CH:3]=1.CC1(C)COB(B2OCC(C)(C)CO2)OC1.CC([O-])=O.[K+].ClCCl.Cl[C:39]1[N:44]=[C:43]([O:45][CH3:46])[C:42]([C@@:47]2([CH3:54])[CH2:52][CH2:51][CH2:50][NH:49][C:48]2=[O:53])=[CH:41][CH:40]=1.C(=O)([O-])[O-].[Na+].[Na+], predict the reaction product.